This data is from Forward reaction prediction with 1.9M reactions from USPTO patents (1976-2016). The task is: Predict the product of the given reaction. (1) The product is: [F:1][C:2]1[CH:7]=[CH:6][C:5]([C:8]2[O:9][C:10]3[CH:21]=[C:20]([N+:22]([O-:24])=[O:23])[C:19]([C:25]4[CH:26]=[CH:27][C:28]([O:35][CH3:36])=[C:29]([CH:34]=4)[C:30]([OH:32])=[O:31])=[CH:18][C:11]=3[C:12]=2[C:13]2[NH:17][CH:16]=[CH:15][N:14]=2)=[CH:4][CH:3]=1. Given the reactants [F:1][C:2]1[CH:7]=[CH:6][C:5]([C:8]2[O:9][C:10]3[CH:21]=[C:20]([N+:22]([O-:24])=[O:23])[C:19]([C:25]4[CH:26]=[CH:27][C:28]([O:35][CH3:36])=[C:29]([CH:34]=4)[C:30]([O:32]C)=[O:31])=[CH:18][C:11]=3[C:12]=2[C:13]2[NH:14][CH:15]=[CH:16][N:17]=2)=[CH:4][CH:3]=1.O.[OH-].[Na+], predict the reaction product. (2) Given the reactants FC(F)(F)C(O)=O.[CH2:8]([C:12]1[CH:28]=[CH:27][C:15]([CH2:16][C:17]2[C:22]([O:23]COC)=[CH:21][CH:20]=[CH:19][N:18]=2)=[CH:14][CH:13]=1)[CH2:9][CH2:10][CH3:11].C(=O)([O-])O.[Na+].C(OCC)(=O)C, predict the reaction product. The product is: [CH2:8]([C:12]1[CH:28]=[CH:27][C:15]([CH2:16][C:17]2[C:22]([OH:23])=[CH:21][CH:20]=[CH:19][N:18]=2)=[CH:14][CH:13]=1)[CH2:9][CH2:10][CH3:11]. (3) Given the reactants [CH:1](N(C(C)C)CC)(C)C.[CH3:10][O:11][CH2:12]Cl.[CH2:14]([O:21][CH2:22][C@@:23]1([CH2:49][OH:50])[O:27][C@@H:26]([N:28]2[CH:36]=[C:34]([CH3:35])[C:32](=[O:33])[N:31]([CH2:37][O:38][CH2:39][C:40]3[CH:45]=[CH:44][CH:43]=[CH:42][CH:41]=3)[C:29]2=[O:30])[CH2:25][C@:24]1([CH2:47][OH:48])[OH:46])[C:15]1[CH:20]=[CH:19][CH:18]=[CH:17][CH:16]=1.[C:51](=[O:54])(O)[O-].[Na+], predict the reaction product. The product is: [CH2:14]([O:21][CH2:22][C@@:23]1([CH2:49][O:50][CH2:1][O:54][CH3:51])[O:27][C@@H:26]([N:28]2[CH:36]=[C:34]([CH3:35])[C:32](=[O:33])[N:31]([CH2:37][O:38][CH2:39][C:40]3[CH:45]=[CH:44][CH:43]=[CH:42][CH:41]=3)[C:29]2=[O:30])[CH2:25][C@:24]1([CH2:47][O:48][CH2:10][O:11][CH3:12])[OH:46])[C:15]1[CH:20]=[CH:19][CH:18]=[CH:17][CH:16]=1. (4) The product is: [C@@H:1]1([C:7]([O:9][CH2:11][CH3:12])=[O:8])[CH2:6][CH2:5][CH:4]=[CH:3][CH2:2]1. Given the reactants [C@@H:1]1([C:7]([OH:9])=[O:8])[CH2:6][CH2:5][CH:4]=[CH:3][CH2:2]1.Cl.[CH2:11](O)[CH3:12], predict the reaction product. (5) The product is: [Cl:1][C:2]1[CH:7]=[CH:6][CH:5]=[CH:4][C:3]=1[S:8]([N:11]1[CH2:16][CH2:15][CH2:14][CH:13]([C:17]([N:24]2[CH2:25][CH2:26][CH:21]([CH3:20])[CH2:22][CH2:23]2)=[O:19])[CH2:12]1)(=[O:9])=[O:10]. Given the reactants [Cl:1][C:2]1[CH:7]=[CH:6][CH:5]=[CH:4][C:3]=1[S:8]([N:11]1[CH2:16][CH2:15][CH2:14][CH:13]([C:17]([OH:19])=O)[CH2:12]1)(=[O:10])=[O:9].[CH3:20][CH:21]1[CH2:26][CH2:25][NH:24][CH2:23][CH2:22]1, predict the reaction product. (6) Given the reactants CCCC[N+](CCCC)(CCCC)CCCC.[F-].[Si]([O:26][CH2:27][CH2:28][N:29]1[CH:33]=[CH:32][C:31]([C:34]([N:36]2[CH2:41][CH2:40][N:39]([C:42]3[CH:47]=[C:46]([O:48][CH3:49])[CH:45]=[C:44]([O:50][CH3:51])[CH:43]=3)[CH2:38][CH2:37]2)=[O:35])=[C:30]1[C:52]1[CH:57]=[CH:56][CH:55]=[CH:54][CH:53]=1)(C(C)(C)C)(C)C.C(OCC)(=O)C, predict the reaction product. The product is: [CH3:49][O:48][C:46]1[CH:47]=[C:42]([N:39]2[CH2:40][CH2:41][N:36]([C:34]([C:31]3[CH:32]=[CH:33][N:29]([CH2:28][CH2:27][OH:26])[C:30]=3[C:52]3[CH:53]=[CH:54][CH:55]=[CH:56][CH:57]=3)=[O:35])[CH2:37][CH2:38]2)[CH:43]=[C:44]([O:50][CH3:51])[CH:45]=1. (7) Given the reactants [OH-:1].[Na+].O.[Cl:4][C:5]1[C:13]2[C:8](=[CH:9][CH:10]=[CH:11][CH:12]=2)[N:7]([C:14]2[C:15](=[O:31])[N:16]([CH3:30])[N:17]=[CH:18][C:19]=2N2C3C(=CC=CC=3)C(Cl)=N2)[N:6]=1, predict the reaction product. The product is: [Cl:4][C:5]1[C:13]2[C:8](=[CH:9][CH:10]=[CH:11][CH:12]=2)[N:7]([CH:14]2[C:19](=[O:1])[CH:18]=[N:17][N:16]([CH3:30])[C:15]2=[O:31])[N:6]=1. (8) Given the reactants COC[O:4][C:5]1[CH:10]=[C:9]([O:11]COC)[CH:8]=[CH:7][C:6]=1[CH:15]1[CH2:20][CH2:19][C:18](=[CH:21][C:22]#[N:23])[CH2:17][CH2:16]1.Cl.C(=O)(O)[O-].[Na+].OC1C=C(O)C=CC=1C1CCC(=CC#N)CC1, predict the reaction product. The product is: [OH:4][C:5]1[CH:10]=[C:9]([OH:11])[CH:8]=[CH:7][C:6]=1[C@H:15]1[CH2:16][CH2:17][C@H:18]([CH2:21][C:22]#[N:23])[CH2:19][CH2:20]1. (9) The product is: [CH:2]1([C@@H:5]2[C:14]3=[CH:15][NH:16][N:17]=[C:13]3[C:12]3[CH:11]=[C:10]([F:26])[CH:9]=[CH:8][C:7]=3[N:6]2[S:27]([C:30]2[CH:31]=[N:32][C:33]([C:36]([F:38])([F:39])[F:37])=[CH:34][CH:35]=2)(=[O:29])=[O:28])[CH2:3][CH2:4]1. Given the reactants Cl.[CH:2]1([C@@H:5]2[C:14]3=[CH:15][N:16](COCC[Si](C)(C)C)[N:17]=[C:13]3[C:12]3[CH:11]=[C:10]([F:26])[CH:9]=[CH:8][C:7]=3[N:6]2[S:27]([C:30]2[CH:31]=[N:32][C:33]([C:36]([F:39])([F:38])[F:37])=[CH:34][CH:35]=2)(=[O:29])=[O:28])[CH2:4][CH2:3]1, predict the reaction product. (10) Given the reactants [N+:1]([C:4]1[CH:5]=[C:6]2[C:11](=[CH:12][CH:13]=1)[NH:10][C:9](=[O:14])[CH:8]=[CH:7]2)([O-])=O.CO.C(Cl)Cl, predict the reaction product. The product is: [NH2:1][C:4]1[CH:5]=[C:6]2[C:11](=[CH:12][CH:13]=1)[NH:10][C:9](=[O:14])[CH:8]=[CH:7]2.